This data is from Peptide-MHC class II binding affinity with 134,281 pairs from IEDB. The task is: Regression. Given a peptide amino acid sequence and an MHC pseudo amino acid sequence, predict their binding affinity value. This is MHC class II binding data. (1) The peptide sequence is YDKFLANVCTVLTGK. The MHC is DRB1_0401 with pseudo-sequence DRB1_0401. The binding affinity (normalized) is 0.689. (2) The peptide sequence is LCLFLLPSLATVAYF. The binding affinity (normalized) is 0.532. The MHC is DRB1_0701 with pseudo-sequence DRB1_0701. (3) The peptide sequence is QIGNRPGPSRGVQGF. The MHC is DRB1_0801 with pseudo-sequence DRB1_0801. The binding affinity (normalized) is 0. (4) The peptide sequence is CLEKWMLISSELKCF. The MHC is DRB1_0101 with pseudo-sequence DRB1_0101. The binding affinity (normalized) is 0.906. (5) The peptide sequence is RKGVLFNIQYVNYWF. The MHC is HLA-DQA10101-DQB10501 with pseudo-sequence HLA-DQA10101-DQB10501. The binding affinity (normalized) is 0.378.